This data is from Full USPTO retrosynthesis dataset with 1.9M reactions from patents (1976-2016). The task is: Predict the reactants needed to synthesize the given product. (1) Given the product [NH2:24][C@H:25]([C:27]1[N:36]([N:37]2[CH2:44][C:41]3([CH2:43][CH2:42]3)[N:40]([C:45]([O:47][C:48]([CH3:50])([CH3:49])[CH3:51])=[O:46])[CH2:39][CH2:38]2)[C:35](=[O:52])[C:34]2[C:29](=[CH:30][CH:31]=[CH:32][C:33]=2[Cl:53])[N:28]=1)[CH3:26], predict the reactants needed to synthesize it. The reactants are: N1CCCCC1.C1C2C(COC([NH:24][C@H:25]([C:27]3[N:36]([N:37]4[CH2:44][C:41]5([CH2:43][CH2:42]5)[N:40]([C:45]([O:47][C:48]([CH3:51])([CH3:50])[CH3:49])=[O:46])[CH2:39][CH2:38]4)[C:35](=[O:52])[C:34]4[C:29](=[CH:30][CH:31]=[CH:32][C:33]=4[Cl:53])[N:28]=3)[CH3:26])=O)C3C(=CC=CC=3)C=2C=CC=1.CCOC(C)=O. (2) Given the product [ClH:29].[NH2:9][C@H:10]1[CH2:14][CH2:13][N:12]([CH2:18][C:19]2[CH:20]=[C:21]3[C:26](=[CH:27][CH:28]=2)[N:25]=[CH:24][CH:23]=[C:22]3[Cl:29])[C:11]1=[O:15], predict the reactants needed to synthesize it. The reactants are: [H-].[Na+].C(OC(=O)[NH:9][C@H:10]1[CH2:14][CH2:13][NH:12][C:11]1=[O:15])(C)(C)C.Br[CH2:18][C:19]1[CH:20]=[C:21]2[C:26](=[CH:27][CH:28]=1)[N:25]=[CH:24][CH:23]=[C:22]2[Cl:29]. (3) Given the product [C:14]([N:4]1[CH2:5][CH2:6][N:1]([C:7]([O:9][C:10]([CH3:13])([CH3:12])[CH3:11])=[O:8])[CH2:2][CH2:3]1)(=[O:17])[CH:15]=[CH2:16], predict the reactants needed to synthesize it. The reactants are: [N:1]1([C:7]([O:9][C:10]([CH3:13])([CH3:12])[CH3:11])=[O:8])[CH2:6][CH2:5][NH:4][CH2:3][CH2:2]1.[C:14](Cl)(=[O:17])[CH:15]=[CH2:16].CCN(C(C)C)C(C)C. (4) Given the product [CH:4]1[C:5]2[C:10](=[CH:9][CH:8]=[CH:7][CH:6]=2)[CH:11]=[CH:12][C:3]=1[CH2:2][SH:15], predict the reactants needed to synthesize it. The reactants are: Br[CH2:2][C:3]1[CH:12]=[CH:11][C:10]2[C:5](=[CH:6][CH:7]=[CH:8][CH:9]=2)[CH:4]=1.NC(N)=[S:15]. (5) Given the product [CH3:1][O:2][C:3]([C:5]1[S:6][C:7]([C:12]2[CH:13]=[CH:14][C:15]([Cl:18])=[CH:16][CH:17]=2)=[CH:8][C:9]=1[CH2:10][CH2:11][OH:28])=[O:4], predict the reactants needed to synthesize it. The reactants are: [CH3:1][O:2][C:3]([C:5]1[S:6][C:7]([C:12]2[CH:17]=[CH:16][C:15]([Cl:18])=[CH:14][CH:13]=2)=[CH:8][C:9]=1[CH:10]=[CH2:11])=[O:4].C12BC(CCC1)CCC2.[OH:28]O.[OH-].[Na+].